Predict which catalyst facilitates the given reaction. From a dataset of Catalyst prediction with 721,799 reactions and 888 catalyst types from USPTO. (1) Reactant: [Cl:1][C:2]1[N:10]=[C:9]2[C:5]([N:6]=[CH:7][NH:8]2)=[C:4]([N:11]2[CH2:15][CH2:14][C:13]([F:17])([F:16])[CH2:12]2)[N:3]=1.[H-].[Na+].[CH2:20](Br)[C:21]1[CH:26]=[CH:25][CH:24]=[CH:23][CH:22]=1. Product: [CH2:20]([N:8]1[CH:7]=[N:6][C:5]2[C:9]1=[N:10][C:2]([Cl:1])=[N:3][C:4]=2[N:11]1[CH2:15][CH2:14][C:13]([F:17])([F:16])[CH2:12]1)[C:21]1[CH:26]=[CH:25][CH:24]=[CH:23][CH:22]=1. The catalyst class is: 3. (2) Reactant: [CH3:1][N:2]([CH3:21])[CH2:3][CH2:4][CH2:5][CH2:6][CH2:7][CH2:8][CH2:9][CH2:10][CH2:11][CH2:12][CH2:13][CH2:14][CH2:15][CH2:16][CH2:17][CH2:18][CH2:19][CH3:20].[C:22](=[O:27])([O:25]C)[O:23][CH3:24]. Product: [CH3:24][O:23][C:22](=[O:25])[O-:27].[CH3:1][N+:2]([CH3:22])([CH3:21])[CH2:3][CH2:4][CH2:5][CH2:6][CH2:7][CH2:8][CH2:9][CH2:10][CH2:11][CH2:12][CH2:13][CH2:14][CH2:15][CH2:16][CH2:17][CH2:18][CH2:19][CH3:20]. The catalyst class is: 5. (3) Reactant: [NH2:1][C:2]1[C:3]([F:31])=[C:4]([CH:26]=[C:27]([F:30])[C:28]=1[F:29])[C:5]([NH:7][C:8]1[C:13]([CH3:14])=[CH:12][C:11]([C:15]([F:24])([C:20]([F:23])([F:22])[F:21])[C:16]([F:19])([F:18])[F:17])=[CH:10][C:9]=1[CH3:25])=[O:6].FC(F)(F)C(O)=[O:35].OO.[OH2:41]. Product: [CH3:25][C:9]1[CH:10]=[C:11]([C:15]([F:24])([C:20]([F:21])([F:22])[F:23])[C:16]([F:18])([F:19])[F:17])[CH:12]=[C:13]([CH3:14])[C:8]=1[NH:7][C:5](=[O:6])[C:4]1[CH:26]=[C:27]([F:30])[C:28]([F:29])=[C:2]([N+:1]([O-:35])=[O:41])[C:3]=1[F:31]. The catalyst class is: 22. (4) Reactant: [NH2:1][C:2]1[N:6]([CH2:7][C:8]2[CH:13]=[CH:12][C:11]([O:14][CH3:15])=[CH:10][CH:9]=2)[N:5]=[CH:4][C:3]=1[C:16]([O:18][CH2:19][CH3:20])=[O:17].C([O-])([O-])=O.[K+].[K+].[CH2:27]([O:29][C:30](=[O:35])[CH2:31][CH2:32][CH2:33]Br)[CH3:28].O. Product: [CH2:27]([O:29][C:30](=[O:35])[CH2:31][CH2:32][CH2:33][NH:1][C:2]1[N:6]([CH2:7][C:8]2[CH:9]=[CH:10][C:11]([O:14][CH3:15])=[CH:12][CH:13]=2)[N:5]=[CH:4][C:3]=1[C:16]([O:18][CH2:19][CH3:20])=[O:17])[CH3:28]. The catalyst class is: 37. (5) Reactant: [Br:1][CH2:2][C:3]1[CH:40]=[CH:39][C:6]([CH2:7][O:8][C:9]2[CH:14]=[CH:13][C:12]([CH:15]([OH:38])[CH2:16][CH2:17][CH:18]3[CH:21]([C:22]4[CH:27]=[CH:26][C:25]([O:28][CH3:29])=[CH:24][CH:23]=4)[N:20]([C:30]4[CH:35]=[CH:34][C:33]([F:36])=[CH:32][CH:31]=4)[C:19]3=[O:37])=[CH:11][CH:10]=2)=[CH:5][CH:4]=1.[CH2:41]1[N:46]2[CH2:47][CH2:48][N:43]([CH2:44][CH2:45]2)[CH2:42]1. Product: [Br-:1].[F:36][C:33]1[CH:32]=[CH:31][C:30]([N:20]2[C:19](=[O:37])[CH:18]([CH2:17][CH2:16][CH:15]([C:12]3[CH:13]=[CH:14][C:9]([O:8][CH2:7][C:6]4[CH:5]=[CH:4][C:3]([CH2:2][N+:43]56[CH2:48][CH2:47][N:46]([CH2:45][CH2:44]5)[CH2:41][CH2:42]6)=[CH:40][CH:39]=4)=[CH:10][CH:11]=3)[OH:38])[CH:21]2[C:22]2[CH:27]=[CH:26][C:25]([O:28][CH3:29])=[CH:24][CH:23]=2)=[CH:35][CH:34]=1. The catalyst class is: 11. (6) Reactant: [C:1]([O:5][C:6]([CH:8]1[CH2:11][N:10]([CH2:12][C:13]2[CH:18]=[CH:17][C:16]([C:19]3[N:23]=[C:22]([C:24]4[O:28][N:27]=[C:26]([C:29]5[CH:34]=[CH:33][CH:32]=[CH:31][CH:30]=5)[C:25]=4[C:35]([OH:37])=O)[O:21][N:20]=3)=[CH:15][CH:14]=2)[CH2:9]1)=[O:7])([CH3:4])([CH3:3])[CH3:2].[F:38][C:39]([F:43])([F:42])[CH2:40][NH2:41].C1N(P(Cl)(N2C(=O)OCC2)=O)C(=O)OC1.CCN(CC)CC. Product: [C:29]1([C:26]2[C:25]([C:35](=[O:37])[NH:41][CH2:40][C:39]([F:43])([F:42])[F:38])=[C:24]([C:22]3[O:21][N:20]=[C:19]([C:16]4[CH:17]=[CH:18][C:13]([CH2:12][N:10]5[CH2:11][CH:8]([C:6]([O:5][C:1]([CH3:3])([CH3:2])[CH3:4])=[O:7])[CH2:9]5)=[CH:14][CH:15]=4)[N:23]=3)[O:28][N:27]=2)[CH:34]=[CH:33][CH:32]=[CH:31][CH:30]=1. The catalyst class is: 3. (7) The catalyst class is: 12. Product: [Br:1][C:2]1[C:3]([C:9]2[CH:14]=[CH:13][N:12]=[C:11]([NH2:19])[N:10]=2)=[N:4][N:5]([CH2:7][CH3:8])[CH:6]=1. Reactant: [Br:1][C:2]1[C:3]([C:9]2[CH:14]=[CH:13][N:12]=[C:11](S(C)(=O)=O)[N:10]=2)=[N:4][N:5]([CH2:7][CH3:8])[CH:6]=1.[NH4+:19].[OH-].